This data is from Experimentally validated miRNA-target interactions with 360,000+ pairs, plus equal number of negative samples. The task is: Binary Classification. Given a miRNA mature sequence and a target amino acid sequence, predict their likelihood of interaction. The miRNA is mmu-miR-3969 with sequence CCCUAAAGUAGAAAUCACUA. The protein sequence of the target gene is MATEQRPFHLVVFGASGFTGQFVTEEVAREQVDPERSSRLPWAVAGRSREKLQRVLEKAALKLGRPTLSSEVGIIICDIANPASLDEMAKQATVVLNCVGPYRFYGEPVIKACIENGASCIDISGEPQFLELMQLKYHEKAADKGVYIIGSSGFDSIPADLGVIYTRNKMNGTLTAVESFLTIHSGPEGLSIHDGTWKSAIYGFGDQSNLRKLRNVSNLKPVPLIGPKLKRRWPISYCRELKGYSIPFMGSDVSVVRRTQRYLYENLEESPVQYAAYVTVGGITSVIKLMFAGLFFLFFV.... Result: 0 (no interaction).